Dataset: Catalyst prediction with 721,799 reactions and 888 catalyst types from USPTO. Task: Predict which catalyst facilitates the given reaction. Reactant: N1(C2[CH:11]=[CH:10][C:9]([C:12]3[NH:17][C:16](=[O:18])[C:15]([C:19]([O:21]C)=[O:20])=[C:14]([OH:23])[C:13]=3[CH2:24][CH3:25])=[CH:8][CH:7]=2)CC=CC1.[CH3:26][N+:27]1([O-])[CH2:32][CH2:31][O:30][CH2:29][CH2:28]1.[Li+].[I-].Cl.C1C[O:40]CC1. Product: [OH:30][C@H:31]1[C@@H:29]([OH:40])[CH2:28][N:27]([C:26]2[CH:11]=[CH:10][C:9]([C:12]3[NH:17][C:16](=[O:18])[C:15]([C:19]([OH:21])=[O:20])=[C:14]([OH:23])[C:13]=3[CH2:24][CH3:25])=[CH:8][CH:7]=2)[CH2:32]1. The catalyst class is: 28.